Dataset: Forward reaction prediction with 1.9M reactions from USPTO patents (1976-2016). Task: Predict the product of the given reaction. (1) Given the reactants Br[CH2:2][C:3]1[CH:8]=[CH:7][CH:6]=[CH:5][C:4]=1[N+:9]([O-:11])=[O:10].[C:12]([O-:15])(=[O:14])[CH3:13].[K+], predict the reaction product. The product is: [C:12]([O:15][CH2:2][C:3]1[CH:8]=[CH:7][CH:6]=[CH:5][C:4]=1[N+:9]([O-:11])=[O:10])(=[O:14])[CH3:13]. (2) Given the reactants C[Si](C)(C)[C:3]#[C:4][C:5]1[CH:10]=[CH:9][C:8]([C-:11]2[CH:15]=[CH:14][CH:13]=[CH:12]2)=[CH:7][CH:6]=1.[CH-:18]1[CH:22]=[CH:21][CH:20]=[CH:19]1.[Fe+2:23].C([O-])([O-])=O.[K+].[K+], predict the reaction product. The product is: [C:4]([C:5]1[CH:10]=[CH:9][C:8]([C-:11]2[CH:15]=[CH:14][CH:13]=[CH:12]2)=[CH:7][CH:6]=1)#[CH:3].[CH-:18]1[CH:22]=[CH:21][CH:20]=[CH:19]1.[Fe+2:23].